Dataset: Forward reaction prediction with 1.9M reactions from USPTO patents (1976-2016). Task: Predict the product of the given reaction. (1) Given the reactants [CH2:1]([O:3][C:4](=[O:23])[C:5]1[CH:10]=[CH:9][CH:8]=[C:7]([S:11][C:12]2[C:20]3[C:15](=[CH:16][C:17]([Cl:21])=[CH:18][CH:19]=3)[NH:14][C:13]=2[CH3:22])[CH:6]=1)[CH3:2].Br[C:25]1[CH:26]=[N:27][N:28]([C:30]2[CH:35]=[CH:34][CH:33]=[CH:32][CH:31]=2)[CH:29]=1, predict the reaction product. The product is: [CH2:1]([O:3][C:4](=[O:23])[C:5]1[CH:10]=[CH:9][CH:8]=[C:7]([S:11][C:12]2[C:20]3[C:15](=[CH:16][C:17]([Cl:21])=[CH:18][CH:19]=3)[N:14]([C:25]3[CH:26]=[N:27][N:28]([C:30]4[CH:31]=[CH:32][CH:33]=[CH:34][CH:35]=4)[CH:29]=3)[C:13]=2[CH3:22])[CH:6]=1)[CH3:2]. (2) Given the reactants C(O[C:6](=[O:32])[NH:7][C@@H:8]([CH2:21][C:22]1[CH:27]=[CH:26][CH:25]=[C:24]([O:28][CH2:29][CH:30]=[CH2:31])[CH:23]=1)[C@@H:9]([OH:20])[CH2:10][C@H:11]([C:13](=[O:19])[NH:14][CH2:15][CH2:16][CH2:17][CH3:18])[CH3:12])(C)(C)C.[CH2:33]([NH:36][C:37]1[CH:38]=[C:39]([CH:43]=[C:44]([O:46][CH3:47])[N:45]=1)C(O)=O)[CH:34]=[CH2:35].C1C=CC2N(O)N=NC=2C=1.CCN=C=NCCCN(C)C.Cl.CCN(CC)CC, predict the reaction product. The product is: [CH2:33]([NH:36][C:37]1[CH:38]=[C:39]([CH:43]=[C:44]([O:46][CH3:47])[N:45]=1)[C:6]([NH:7][C@@H:8]([CH2:21][C:22]1[CH:27]=[CH:26][CH:25]=[C:24]([O:28][CH2:29][CH:30]=[CH2:31])[CH:23]=1)[C@@H:9]([OH:20])[CH2:10][C@H:11]([C:13](=[O:19])[NH:14][CH2:15][CH2:16][CH2:17][CH3:18])[CH3:12])=[O:32])[CH:34]=[CH2:35]. (3) Given the reactants [C:1]1([C:18]2[CH:23]=[CH:22][CH:21]=[CH:20][CH:19]=2)[CH:6]=[CH:5][CH:4]=[C:3]([C:7]2[N:8]=[CH:9][C:10]([NH2:17])=[C:11]3[C:15](Br)=[CH:14][S:13][C:12]=23)[CH:2]=1.[CH3:24][N:25](C=O)C, predict the reaction product. The product is: [C:1]1([C:18]2[CH:23]=[CH:22][CH:21]=[CH:20][CH:19]=2)[CH:6]=[CH:5][CH:4]=[C:3]([C:7]2[N:8]=[CH:9][C:10]([NH2:17])=[C:11]3[C:15]([C:24]#[N:25])=[CH:14][S:13][C:12]=23)[CH:2]=1. (4) Given the reactants [CH:1](=O)[C:2]1[CH:7]=[CH:6][N:5]=[CH:4][CH:3]=1.[NH2:9][CH:10]1[CH2:13][N:12]([C:14]([C:16]2[CH:17]=[C:18]([CH:31]=[CH:32][C:33]=2[F:34])[CH2:19][C:20]2[C:29]3[C:24](=[CH:25][CH:26]=[CH:27][CH:28]=3)[C:23](=[O:30])[NH:22][N:21]=2)=[O:15])[CH2:11]1.C(O)(=O)C.C(O[BH-](OC(=O)C)OC(=O)C)(=O)C.[Na+], predict the reaction product. The product is: [F:34][C:33]1[CH:32]=[CH:31][C:18]([CH2:19][C:20]2[C:29]3[C:24](=[CH:25][CH:26]=[CH:27][CH:28]=3)[C:23](=[O:30])[NH:22][N:21]=2)=[CH:17][C:16]=1[C:14]([N:12]1[CH2:13][CH:10]([NH:9][CH2:1][C:2]2[CH:7]=[CH:6][N:5]=[CH:4][CH:3]=2)[CH2:11]1)=[O:15]. (5) Given the reactants [B:10]1([B:10]2[O:14][C:13]([CH3:16])([CH3:15])[C:12]([CH3:18])([CH3:17])[O:11]2)[O:14][C:13]([CH3:16])([CH3:15])[C:12]([CH3:18])([CH3:17])[O:11]1.Br[C:20]1[CH:21]=[C:22]([N:26]([CH3:37])[C:27]([NH:29][CH2:30][CH2:31][CH2:32][CH2:33][CH2:34][CH2:35][CH3:36])=[O:28])[CH:23]=[CH:24][CH:25]=1.C([O-])(=O)C.[K+].O, predict the reaction product. The product is: [CH2:30]([NH:29][C:27](=[O:28])[N:26]([CH3:37])[C:22]1[CH:21]=[CH:20][CH:25]=[C:24]([B:10]2[O:11][C:12]([CH3:17])([CH3:18])[C:13]([CH3:15])([CH3:16])[O:14]2)[CH:23]=1)[CH2:31][CH2:32][CH2:33][CH2:34][CH2:35][CH3:36]. (6) Given the reactants [N:1]([CH:4]([CH3:8])[C:5]([OH:7])=[O:6])=[N+:2]=[N-:3].[CH3:9][CH2:10][CH2:11][N:12]([C@@H:20]1[CH2:30][C:24]2[CH:25]=[CH:26][CH:27]=[C:28]([OH:29])[C:23]=2[CH2:22][CH2:21]1)[CH2:13][CH2:14][C:15]1[S:19][CH:18]=[CH:17][CH:16]=1.C1CCC(N=C=NC2CCCCC2)CC1, predict the reaction product. The product is: [CH3:9][CH2:10][CH2:11][N:12]([C@@H:20]1[CH2:30][C:24]2[CH:25]=[CH:26][CH:27]=[C:28]([OH:29])[C:23]=2[CH2:22][CH2:21]1)[CH2:13][CH2:14][C:15]1[S:19][CH:18]=[CH:17][CH:16]=1.[N:1]([CH:4]([CH3:8])[C:5]([O-:7])=[O:6])=[N+:2]=[N-:3].